This data is from NCI-60 drug combinations with 297,098 pairs across 59 cell lines. The task is: Regression. Given two drug SMILES strings and cell line genomic features, predict the synergy score measuring deviation from expected non-interaction effect. Drug 1: CCC1(CC2CC(C3=C(CCN(C2)C1)C4=CC=CC=C4N3)(C5=C(C=C6C(=C5)C78CCN9C7C(C=CC9)(C(C(C8N6C=O)(C(=O)OC)O)OC(=O)C)CC)OC)C(=O)OC)O.OS(=O)(=O)O. Drug 2: C1=NC2=C(N=C(N=C2N1C3C(C(C(O3)CO)O)F)Cl)N. Cell line: ACHN. Synergy scores: CSS=13.8, Synergy_ZIP=0.0726, Synergy_Bliss=3.12, Synergy_Loewe=-9.15, Synergy_HSA=0.843.